Dataset: Reaction yield outcomes from USPTO patents with 853,638 reactions. Task: Predict the reaction yield, written as a fraction of the theoretical maximum amount of product (1.0 means a 100% yield; for example, 0.34 means a 34% yield). (1) The reactants are [F:1][C:2]1[CH:7]=[CH:6][C:5]([S:8]([NH:11][C:12]2([C:15]([OH:17])=O)[CH2:14][CH2:13]2)(=[O:10])=[O:9])=[CH:4][CH:3]=1.CCOC(OC(OCC)=O)=O.[N:29]1([C:34]2[CH:39]=[C:38]([CH2:40][NH2:41])[CH:37]=[C:36]([C:42]3[CH:47]=[CH:46][C:45]([O:48][C:49]([F:52])([F:51])[F:50])=[CH:44][CH:43]=3)[N:35]=2)[CH2:33][CH2:32][CH2:31][CH2:30]1. The yield is 0.220. The catalyst is C1COCC1. The product is [F:1][C:2]1[CH:3]=[CH:4][C:5]([S:8]([NH:11][C:12]2([C:15]([NH:41][CH2:40][C:38]3[CH:37]=[C:36]([C:42]4[CH:43]=[CH:44][C:45]([O:48][C:49]([F:52])([F:50])[F:51])=[CH:46][CH:47]=4)[N:35]=[C:34]([N:29]4[CH2:33][CH2:32][CH2:31][CH2:30]4)[CH:39]=3)=[O:17])[CH2:13][CH2:14]2)(=[O:9])=[O:10])=[CH:6][CH:7]=1. (2) The yield is 0.980. The product is [CH3:11][NH:12][C:2]1[CH:7]=[CH:6][N:5]=[CH:4][C:3]=1[N+:8]([O-:10])=[O:9]. The catalyst is ClCCl. The reactants are Cl[C:2]1[CH:7]=[CH:6][N:5]=[CH:4][C:3]=1[N+:8]([O-:10])=[O:9].[CH3:11][NH2:12].O. (3) The reactants are [N:1]1([CH2:6][CH2:7][CH2:8][O:9][C:10]2[CH:15]=[CH:14][C:13]([C:16]3([CH2:22][NH2:23])[CH2:21][CH2:20][O:19][CH2:18][CH2:17]3)=[CH:12][CH:11]=2)[CH2:5][CH2:4][CH2:3][CH2:2]1.Br[CH2:25][CH2:26]Br.C([O-])([O-])=O.[K+].[K+]. The catalyst is C(#N)C. The product is [N:23]1([CH2:22][C:16]2([C:13]3[CH:14]=[CH:15][C:10]([O:9][CH2:8][CH2:7][CH2:6][N:1]4[CH2:5][CH2:4][CH2:3][CH2:2]4)=[CH:11][CH:12]=3)[CH2:17][CH2:18][O:19][CH2:20][CH2:21]2)[CH2:26][CH2:25]1. The yield is 0.100. (4) The reactants are [Br:1][C:2]1[CH:7]=[CH:6][C:5]([NH:8]C(=O)C)=[CH:4][C:3]=1[F:12].Cl. The catalyst is C(O)C. The product is [Br:1][C:2]1[CH:7]=[CH:6][C:5]([NH2:8])=[CH:4][C:3]=1[F:12]. The yield is 1.00.